Dataset: Full USPTO retrosynthesis dataset with 1.9M reactions from patents (1976-2016). Task: Predict the reactants needed to synthesize the given product. (1) Given the product [CH3:1][C:2]1([CH3:23])[CH2:7][CH2:6][CH:5]([C:8]2[S:22][C:11]3[N:12]=[C:13]([CH3:21])[N:14]=[C:15]([CH2:16][OH:17])[C:10]=3[CH:9]=2)[CH2:4][CH2:3]1, predict the reactants needed to synthesize it. The reactants are: [CH3:1][C:2]1([CH3:23])[CH2:7][CH2:6][CH:5]([C:8]2[S:22][C:11]3[N:12]=[C:13]([CH3:21])[N:14]=[C:15]([C:16](OCC)=[O:17])[C:10]=3[CH:9]=2)[CH2:4][CH2:3]1.[Cl-].[Ca+2].[Cl-].[BH4-].[Na+].Cl. (2) Given the product [F:21][C:2]([F:1])([O:12][C:13]1[CH:18]=[CH:17][C:16]([S:19][CH3:20])=[CH:15][CH:14]=1)[C@@H:3]([C:5]1[CH:10]=[CH:9][C:8]([F:11])=[CH:7][CH:6]=1)[OH:4], predict the reactants needed to synthesize it. The reactants are: [F:1][C:2]([F:21])([O:12][C:13]1[CH:18]=[CH:17][C:16]([S:19][CH3:20])=[CH:15][CH:14]=1)[C:3]([C:5]1[CH:10]=[CH:9][C:8]([F:11])=[CH:7][CH:6]=1)=[O:4].[B]1OC2C(=CC=CC=2)O1.